From a dataset of Retrosynthesis with 50K atom-mapped reactions and 10 reaction types from USPTO. Predict the reactants needed to synthesize the given product. (1) Given the product CC(=O)N1CCN(c2ccc(Oc3ncnc4c3cnn4C3CCN(C(=O)OC(C)(C)C)CC3)cc2)CC1, predict the reactants needed to synthesize it. The reactants are: CC(=O)N1CCN(c2ccc(O)cc2)CC1.CC(C)(C)OC(=O)N1CCC(n2ncc3c(Cl)ncnc32)CC1. (2) Given the product CC(CO)(CO)c1ccc(NC(=O)Oc2ccccc2)cc1F, predict the reactants needed to synthesize it. The reactants are: CC(CO)(CO)c1ccc(N)cc1F.O=C(Cl)Oc1ccccc1. (3) Given the product Cc1ccc2nc(N3CCNCC3)ccc2c1NC(=O)CC1CCCCC1, predict the reactants needed to synthesize it. The reactants are: C1CNCCN1.Cc1ccc2nc(Cl)ccc2c1NC(=O)CC1CCCCC1. (4) Given the product Cc1ccc(NC(=O)OC(C)(C)C)cc1N, predict the reactants needed to synthesize it. The reactants are: Cc1ccc(NC(=O)OC(C)(C)C)cc1[N+](=O)[O-]. (5) Given the product CC(C)(C)c1cc(Cn2nc(-c3ccccc3)oc2=S)cc(C(C)(C)C)c1O, predict the reactants needed to synthesize it. The reactants are: C=O.CC(C)(C)c1cccc(C(C)(C)C)c1O.S=c1[nH]nc(-c2ccccc2)o1. (6) Given the product NC(=O)c1cnc(Nc2ccc(C3CCN(CCF)CC3)cc2)nc1NC1CC1, predict the reactants needed to synthesize it. The reactants are: FCCBr.NC(=O)c1cnc(Nc2ccc(C3CCNCC3)cc2)nc1NC1CC1. (7) Given the product C[C@H]1[C@H](Nc2cnn(CC(=O)NCC(=O)O)c(=O)c2Br)C[C@@H]2C[C@H]1C2(C)C, predict the reactants needed to synthesize it. The reactants are: C[C@H]1[C@H](Nc2cnn(CC(=O)NCC(=O)OC(C)(C)C)c(=O)c2Br)C[C@@H]2C[C@H]1C2(C)C.